From a dataset of Reaction yield outcomes from USPTO patents with 853,638 reactions. Predict the reaction yield, written as a fraction of the theoretical maximum amount of product (1.0 means a 100% yield; for example, 0.34 means a 34% yield). (1) The reactants are Br[CH:2]([C:14]1[CH:19]=[CH:18][CH:17]=[CH:16][CH:15]=1)[C:3]([O:5][C@H:6]([C:8]1[CH:13]=[CH:12][CH:11]=[CH:10][CH:9]=1)[CH3:7])=[O:4].C(N(CC)CC)C.[C:27]1([C:33]2([OH:39])[CH2:38][CH2:37][NH:36][CH2:35][CH2:34]2)[CH:32]=[CH:31][CH:30]=[CH:29][CH:28]=1. The catalyst is C1COCC1.[I-].C([N+](CCCC)(CCCC)CCCC)CCC.C(OCC)(=O)C. The product is [OH:39][C:33]1([C:27]2[CH:32]=[CH:31][CH:30]=[CH:29][CH:28]=2)[CH2:38][CH2:37][N:36]([C@H:2]([C:14]2[CH:19]=[CH:18][CH:17]=[CH:16][CH:15]=2)[C:3]([O:5][C@H:6]([C:8]2[CH:13]=[CH:12][CH:11]=[CH:10][CH:9]=2)[CH3:7])=[O:4])[CH2:35][CH2:34]1. The yield is 0.270. (2) The reactants are C[Si](Cl)(C)C.[NH2:6][C@H:7]([C:13]([OH:15])=O)[CH2:8][CH2:9][C:10]([OH:12])=[O:11].[CH3:16]CN(CC)CC.[CH3:23][C:24]([O:27][C:28](O[C:28]([O:27][C:24]([CH3:26])([CH3:25])[CH3:23])=[O:29])=[O:29])([CH3:26])[CH3:25].[CH3:38][OH:39]. No catalyst specified. The product is [CH3:38][O:39][C:13](=[O:15])[C@H:7]([CH2:8][CH2:9][C:10]([O:12][CH3:16])=[O:11])[NH:6][C:28]([O:27][C:24]([CH3:26])([CH3:25])[CH3:23])=[O:29]. The yield is 0.950. (3) The reactants are C[O:2][C:3]1[CH:4]=[C:5]([NH:9][CH:10]=[C:11]([C:17](OCC)=O)[C:12]([O:14][CH2:15][CH3:16])=[O:13])[CH:6]=[CH:7][CH:8]=1.C(OC=C(C(OCC)=O)C(OCC)=O)C.COC1C=CC=C(N)C=1. No catalyst specified. The product is [OH:2][C:3]1[CH:4]=[C:5]2[C:6]([CH:17]=[C:11]([C:12]([O:14][CH2:15][CH3:16])=[O:13])[CH:10]=[N:9]2)=[CH:7][CH:8]=1. The yield is 0.990. (4) The reactants are [F:1][CH:2]([F:11])[C:3]([C:5]1[CH:10]=[CH:9][CH:8]=[CH:7][CH:6]=1)=[O:4].Br[C:13]1[CH:18]=[CH:17][C:16]([Cl:19])=[CH:15][CH:14]=1. No catalyst specified. The product is [F:1][C:2]([F:11])([C:13]1[CH:18]=[CH:17][C:16]([Cl:19])=[CH:15][CH:14]=1)[C:3]([C:5]1[CH:6]=[CH:7][CH:8]=[CH:9][CH:10]=1)=[O:4]. The yield is 0.850. (5) The product is [CH2:1]([O:3][C:4]1[C:12]2[CH2:11][N:10]([C:13]3[CH:14]=[CH:15][C:16]([CH2:19][C:20]([OH:22])=[O:21])=[CH:17][CH:18]=3)[C:9](=[O:25])[C:8]=2[C:7]([O:26][CH2:27][CH3:28])=[C:6]2[CH:29]=[CH:30][CH:31]=[CH:32][C:5]=12)[CH3:2]. The catalyst is O. The yield is 0.820. The reactants are [CH2:1]([O:3][C:4]1[C:12]2[CH2:11][N:10]([C:13]3[CH:18]=[CH:17][C:16]([CH2:19][C:20]([O:22]CC)=[O:21])=[CH:15][CH:14]=3)[C:9](=[O:25])[C:8]=2[C:7]([O:26][CH2:27][CH3:28])=[C:6]2[CH:29]=[CH:30][CH:31]=[CH:32][C:5]=12)[CH3:2].C(=O)([O-])[O-].[K+].[K+].C(O)C. (6) The yield is 0.610. The reactants are [CH:1]([C:4]1[CH:9]=[CH:8][CH:7]=[CH:6][C:5]=1[NH:10][C:11]([NH:13]/[N:14]=[CH:15]/[C:16]1[CH:21]=[CH:20][C:19]([C:22]2[N:26]=[CH:25][N:24]([C:27]3[CH:32]=[CH:31][C:30]([O:33][C:34]([F:37])([F:36])[F:35])=[CH:29][CH:28]=3)[N:23]=2)=[CH:18][CH:17]=1)=[S:12])([CH3:3])[CH3:2].C(=O)([O-])[O-].[K+].[K+].Br[CH2:45][CH2:46]Cl. The catalyst is CC(=O)CC.C(Cl)Cl. The product is [CH:1]([C:4]1[CH:9]=[CH:8][CH:7]=[CH:6][C:5]=1[N:10]1[CH2:46][CH2:45][S:12]/[C:11]/1=[N:13]/[N:14]=[CH:15]\[C:16]1[CH:17]=[CH:18][C:19]([C:22]2[N:26]=[CH:25][N:24]([C:27]3[CH:28]=[CH:29][C:30]([O:33][C:34]([F:37])([F:35])[F:36])=[CH:31][CH:32]=3)[N:23]=2)=[CH:20][CH:21]=1)([CH3:3])[CH3:2].